The task is: Binary Classification. Given a drug SMILES string, predict its activity (active/inactive) in a high-throughput screening assay against a specified biological target.. This data is from HIV replication inhibition screening data with 41,000+ compounds from the AIDS Antiviral Screen. (1) The compound is O=C(CC(=NNC(=O)C[n+]1ccccc1)C(=O)Nc1nc2ccc([N+](=O)[O-])cc2s1)CC(c1ccccc1)c1c(O)c2ccccc2oc1=O.[Cl-]. The result is 0 (inactive). (2) The molecule is Cc1cc2nn(C3CCCO3)nc2cc1C. The result is 0 (inactive). (3) The compound is O=[N+]([O-])c1ncn(S(=O)(=O)c2cccc3cccnc23)n1. The result is 0 (inactive). (4) The compound is CC(=O)Oc1ccccc1C(=O)C1c2cccc(O)c2C(=O)c2c(O)cccc21. The result is 0 (inactive).